The task is: Predict the reactants needed to synthesize the given product.. This data is from Full USPTO retrosynthesis dataset with 1.9M reactions from patents (1976-2016). (1) Given the product [Si:42]([O:41][C@H:40]([C:49]1[CH:50]=[CH:51][C:52]([OH:58])=[C:53]([NH:55][CH:56]=[O:57])[CH:54]=1)[CH2:39][NH:38][CH2:1][C:3]1[C:8]([CH3:9])=[CH:7][C:6]([NH:10][C:11]([CH2:13][CH2:14][N:15]2[CH2:20][CH2:19][CH:18]([O:21][C:22](=[O:36])[NH:23][C:24]3[CH:29]=[CH:28][CH:27]=[CH:26][C:25]=3[C:30]3[CH:35]=[CH:34][CH:33]=[CH:32][CH:31]=3)[CH2:17][CH2:16]2)=[O:12])=[C:5]([CH3:37])[CH:4]=1)([C:45]([CH3:48])([CH3:47])[CH3:46])([CH3:44])[CH3:43], predict the reactants needed to synthesize it. The reactants are: [CH:1]([C:3]1[C:8]([CH3:9])=[CH:7][C:6]([NH:10][C:11]([CH2:13][CH2:14][N:15]2[CH2:20][CH2:19][CH:18]([O:21][C:22](=[O:36])[NH:23][C:24]3[CH:29]=[CH:28][CH:27]=[CH:26][C:25]=3[C:30]3[CH:35]=[CH:34][CH:33]=[CH:32][CH:31]=3)[CH2:17][CH2:16]2)=[O:12])=[C:5]([CH3:37])[CH:4]=1)=O.[NH2:38][CH2:39][C@@H:40]([C:49]1[CH:50]=[CH:51][C:52]([OH:58])=[C:53]([NH:55][CH:56]=[O:57])[CH:54]=1)[O:41][Si:42]([C:45]([CH3:48])([CH3:47])[CH3:46])([CH3:44])[CH3:43].ClCCl.C(O[BH-](OC(=O)C)OC(=O)C)(=O)C.[Na+]. (2) Given the product [Cl:1][C:2]1[C:3]([C:34]2[C:42]3[C:37](=[CH:38][CH:39]=[CH:40][CH:41]=3)[NH:36][CH:35]=2)=[N:4][C:5]([NH:8][C@@H:9]2[CH2:14][CH2:13][CH2:12][C@@:11]([NH:16][C:17](=[O:33])[C:18]3[CH:19]=[CH:20][C:21]([NH:24][C:25](=[O:32])/[CH:26]=[CH:27]/[CH2:28][N:29]([CH3:30])[CH3:31])=[CH:22][CH:23]=3)([CH3:15])[CH2:10]2)=[N:6][CH:7]=1, predict the reactants needed to synthesize it. The reactants are: [Cl:1][C:2]1[C:3]([C:34]2[C:42]3[C:37](=[CH:38][CH:39]=[CH:40][CH:41]=3)[NH:36][CH:35]=2)=[N:4][C:5]([NH:8][CH:9]2[CH2:14][CH2:13][CH2:12][C:11]([NH:16][C:17](=[O:33])[C:18]3[CH:23]=[CH:22][C:21]([NH:24][C:25](=[O:32])/[CH:26]=[CH:27]/[CH2:28][N:29]([CH3:31])[CH3:30])=[CH:20][CH:19]=3)([CH3:15])[CH2:10]2)=[N:6][CH:7]=1. (3) Given the product [OH:46][C:13]([C:9]1[CH:10]=[CH:11][C:12]2[C:3]3[CH2:2][NH:47][NH:48][C:42](=[O:43])[C:4]=3[CH:5]=[CH:6][C:7]=2[CH:8]=1)([C:17]1[N:18]=[CH:19][NH:20][CH:21]=1)[CH:14]([CH3:16])[CH3:15], predict the reactants needed to synthesize it. The reactants are: Br[CH2:2][C:3]1[C:12]2[C:7](=[CH:8][C:9]([C:13](O)([C:17]3[N:18]=[CH:19][N:20](C(C4C=CC=CC=4)(C4C=CC=CC=4)C4C=CC=CC=4)[CH:21]=3)[CH:14]([CH3:16])[CH3:15])=[CH:10][CH:11]=2)[CH:6]=[CH:5][C:4]=1[C:42](OC)=[O:43].[OH2:46].[NH2:47][NH2:48]. (4) Given the product [CH3:17][N:16]([CH3:18])[CH2:15][CH2:14][O:8][C:5]1[CH:6]=[CH:7][C:2]([CH3:1])=[C:3]([N+:9]([O-:11])=[O:10])[CH:4]=1, predict the reactants needed to synthesize it. The reactants are: [CH3:1][C:2]1[CH:7]=[CH:6][C:5]([OH:8])=[CH:4][C:3]=1[N+:9]([O-:11])=[O:10].Cl.Cl[CH2:14][CH2:15][N:16]([CH3:18])[CH3:17].C([O-])([O-])=O.[K+].[K+]. (5) Given the product [Cl:1][C:2]1[CH:7]=[C:6]([C:8]2[CH:13]=[N:12][CH:11]=[C:10]([CH3:14])[N:9]=2)[CH:5]=[CH:4][C:3]=1[C:15]1[C:26](=[O:27])[N:25]([CH2:28][CH2:29][N:30]2[CH2:35][CH2:34][N:33]([CH:36]3[CH2:39][O:38][CH2:37]3)[CH2:32][CH2:31]2)[C:18]2[N:19]=[C:20]([NH:42][CH2:40][CH3:41])[N:21]=[CH:22][C:17]=2[CH:16]=1, predict the reactants needed to synthesize it. The reactants are: [Cl:1][C:2]1[CH:7]=[C:6]([C:8]2[CH:13]=[N:12][CH:11]=[C:10]([CH3:14])[N:9]=2)[CH:5]=[CH:4][C:3]=1[C:15]1[C:26](=[O:27])[N:25]([CH2:28][CH2:29][N:30]2[CH2:35][CH2:34][N:33]([CH:36]3[CH2:39][O:38][CH2:37]3)[CH2:32][CH2:31]2)[C:18]2[N:19]=[C:20](SC)[N:21]=[CH:22][C:17]=2[CH:16]=1.[CH2:40]([NH2:42])[CH3:41]. (6) Given the product [N:14]1([S:2]([C:5]2[CH:13]=[CH:12][C:8]([C:9]([OH:11])=[O:10])=[CH:7][CH:6]=2)(=[O:4])=[O:3])[CH2:19][CH2:18][O:17][CH2:16][CH2:15]1, predict the reactants needed to synthesize it. The reactants are: Cl[S:2]([C:5]1[CH:13]=[CH:12][C:8]([C:9]([OH:11])=[O:10])=[CH:7][CH:6]=1)(=[O:4])=[O:3].[NH:14]1[CH2:19][CH2:18][O:17][CH2:16][CH2:15]1. (7) Given the product [F:1][C:2]1[C:3]([NH:23][C:24]2[CH:29]=[CH:28][C:27]([I:30])=[CH:26][C:25]=2[F:31])=[C:4]([C:9](=[O:22])[CH2:10][O:11][Si:12]([CH:19]([CH3:21])[CH3:20])([CH:13]([CH3:14])[CH3:15])[CH:16]([CH3:17])[CH3:18])[CH:5]=[CH:6][C:7]=1[F:8], predict the reactants needed to synthesize it. The reactants are: [F:1][C:2]1[C:3]([NH:23][C:24]2[CH:29]=[CH:28][C:27]([I:30])=[CH:26][C:25]=2[F:31])=[C:4]([CH:9]([OH:22])[CH2:10][O:11][Si:12]([CH:19]([CH3:21])[CH3:20])([CH:16]([CH3:18])[CH3:17])[CH:13]([CH3:15])[CH3:14])[CH:5]=[CH:6][C:7]=1[F:8].[Cr](O[Cr]([O-])(=O)=O)([O-])(=O)=O.[NH+]1C=CC=CC=1.[NH+]1C=CC=CC=1.CCCCCC.ClCCl. (8) Given the product [CH2:1]([O:3][C:4]([C:6]1[N:10]2[CH2:11][CH2:12][CH2:13][CH2:14][C:9]2=[N:8][C:7]=1[N:15]([CH2:16][CH2:17][CH2:18][CH3:19])[C:31](=[O:32])[C:30]1[CH:34]=[CH:35][C:36]([F:37])=[C:28]([F:27])[CH:29]=1)=[O:5])[CH3:2], predict the reactants needed to synthesize it. The reactants are: [CH2:1]([O:3][C:4]([C:6]1[N:10]2[CH2:11][CH2:12][CH2:13][CH2:14][C:9]2=[N:8][C:7]=1[NH:15][CH2:16][CH2:17][CH2:18][CH3:19])=[O:5])[CH3:2].C(N(CC)CC)C.[F:27][C:28]1[CH:29]=[C:30]([CH:34]=[CH:35][C:36]=1[F:37])[C:31](Cl)=[O:32]. (9) Given the product [Cl:1][C:2]1[CH:3]=[C:4]2[C:8](=[CH:9][CH:10]=1)[N:7]([CH3:11])[C:6]([C:12]([NH:15][CH2:16][C:17]1[CH:18]=[C:19]([CH:35]=[C:36]([F:38])[CH:37]=1)[O:20][C:21]1[CH:33]=[CH:32][C:24]([O:25][C:26]([CH3:31])([CH3:30])[C:27]([OH:29])=[O:28])=[C:23]([CH3:34])[CH:22]=1)=[O:14])=[CH:5]2, predict the reactants needed to synthesize it. The reactants are: [Cl:1][C:2]1[CH:3]=[C:4]2[C:8](=[CH:9][CH:10]=1)[N:7]([CH3:11])[C:6]([C:12]([OH:14])=O)=[CH:5]2.[NH2:15][CH2:16][C:17]1[CH:18]=[C:19]([CH:35]=[C:36]([F:38])[CH:37]=1)[O:20][C:21]1[CH:33]=[CH:32][C:24]([O:25][C:26]([CH3:31])([CH3:30])[C:27]([OH:29])=[O:28])=[C:23]([CH3:34])[CH:22]=1.